From a dataset of Peptide-MHC class I binding affinity with 185,985 pairs from IEDB/IMGT. Regression. Given a peptide amino acid sequence and an MHC pseudo amino acid sequence, predict their binding affinity value. This is MHC class I binding data. (1) The peptide sequence is HMILVVVTTL. The MHC is HLA-B15:01 with pseudo-sequence HLA-B15:01. The binding affinity (normalized) is 0.444. (2) The binding affinity (normalized) is 0.194. The MHC is H-2-Db with pseudo-sequence H-2-Db. The peptide sequence is DVKDSSLL.